From a dataset of Full USPTO retrosynthesis dataset with 1.9M reactions from patents (1976-2016). Predict the reactants needed to synthesize the given product. (1) The reactants are: C[O:2][C:3]1[CH:22]=[CH:21][C:6]2[CH:7]=[C:8]([C:10]3[CH:11]=[C:12]([CH:18]=[CH:19][CH:20]=3)[C:13]([O:15][CH2:16][CH3:17])=[O:14])[S:9][C:5]=2[CH:4]=1.B(Br)(Br)Br. Given the product [OH:2][C:3]1[CH:22]=[CH:21][C:6]2[CH:7]=[C:8]([C:10]3[CH:11]=[C:12]([CH:18]=[CH:19][CH:20]=3)[C:13]([O:15][CH2:16][CH3:17])=[O:14])[S:9][C:5]=2[CH:4]=1, predict the reactants needed to synthesize it. (2) The reactants are: [Br:1][C:2]1[CH:15]=[CH:14][C:13]2[C:12]3[C:7](=[CH:8][C:9]([Br:16])=[CH:10][CH:11]=3)[C:6]([OH:18])(C)[C:5](O)([CH3:19])[C:4]=2[CH:3]=1.F[C:22](F)(F)C(O)=O. Given the product [Br:1][C:2]1[CH:15]=[CH:14][C:13]2[C:12]3[C:7](=[CH:8][C:9]([Br:16])=[CH:10][CH:11]=3)[C:6](=[O:18])[C:5]([CH3:19])([CH3:22])[C:4]=2[CH:3]=1, predict the reactants needed to synthesize it. (3) Given the product [Cl:28][C:29]1[N:34]=[C:33]([N:8]2[CH2:7][CH2:6][C:5]3[C:10](=[CH:11][CH:12]=[C:3]([O:2][CH3:1])[CH:4]=3)[CH:9]2[CH2:13][C:14]2[CH:19]=[CH:18][C:17]([O:20][CH2:21][C:22]3[CH:27]=[CH:26][CH:25]=[CH:24][CH:23]=3)=[CH:16][CH:15]=2)[CH:32]=[CH:31][N:30]=1, predict the reactants needed to synthesize it. The reactants are: [CH3:1][O:2][C:3]1[CH:4]=[C:5]2[C:10](=[CH:11][CH:12]=1)[CH:9]([CH2:13][C:14]1[CH:19]=[CH:18][C:17]([O:20][CH2:21][C:22]3[CH:27]=[CH:26][CH:25]=[CH:24][CH:23]=3)=[CH:16][CH:15]=1)[NH:8][CH2:7][CH2:6]2.[Cl:28][C:29]1[N:34]=[C:33](Cl)[CH:32]=[CH:31][N:30]=1.C(=O)(O)[O-].[Na+]. (4) Given the product [NH2:3][C:4]1[C:5]2[C:13](=[O:14])[N:12]([C:15]3[CH:16]=[CH:17][C:18]([C:21]([CH3:27])([CH3:26])[C:22]([OH:24])=[O:23])=[CH:19][CH:20]=3)[CH2:11][CH2:10][C:6]=2[N:7]=[CH:8][N:9]=1, predict the reactants needed to synthesize it. The reactants are: [OH-].[Li+].[NH2:3][C:4]1[C:5]2[C:13](=[O:14])[N:12]([C:15]3[CH:20]=[CH:19][C:18]([C:21]([CH3:27])([CH3:26])[C:22]([O:24]C)=[O:23])=[CH:17][CH:16]=3)[CH2:11][CH2:10][C:6]=2[N:7]=[CH:8][N:9]=1.C(O)(=O)CC(CC(O)=O)(C(O)=O)O. (5) Given the product [CH3:21][C:17]1[N:16]=[C:15]([CH2:14][N:4]2[C:5]3[C:10](=[C:9]([N+:11]([O-:13])=[O:12])[CH:8]=[CH:7][CH:6]=3)[C:2]([CH:23]=[CH2:24])=[N:3]2)[CH:20]=[CH:19][CH:18]=1, predict the reactants needed to synthesize it. The reactants are: I[C:2]1[C:10]2[C:5](=[CH:6][CH:7]=[CH:8][C:9]=2[N+:11]([O-:13])=[O:12])[N:4]([CH2:14][C:15]2[CH:20]=[CH:19][CH:18]=[C:17]([CH3:21])[N:16]=2)[N:3]=1.[B-](F)(F)(F)[CH:23]=[CH2:24].[K+].C(O)(C)C.C(N(CC)CC)C. (6) Given the product [C:21]([C:3]1[C:2]([NH:23][C:24]2[CH:29]=[CH:28][C:27]([CH:30]3[CH2:31][CH2:32][N:33]([C:36]([O:38][C:39]([CH3:42])([CH3:41])[CH3:40])=[O:37])[CH2:34][CH2:35]3)=[CH:26][CH:25]=2)=[N:7][C:6]([N:8]2[CH2:13][CH2:12][CH2:11][C@@H:10]([N:14]([CH3:20])[C:15]([N:17]([CH3:19])[CH3:18])=[O:16])[CH2:9]2)=[CH:5][N:4]=1)#[N:22], predict the reactants needed to synthesize it. The reactants are: Cl[C:2]1[N:7]=[C:6]([N:8]2[CH2:13][CH2:12][CH2:11][C@@H:10]([N:14]([CH3:20])[C:15]([N:17]([CH3:19])[CH3:18])=[O:16])[CH2:9]2)[CH:5]=[N:4][C:3]=1[C:21]#[N:22].[NH2:23][C:24]1[CH:29]=[CH:28][C:27]([CH:30]2[CH2:35][CH2:34][N:33]([C:36]([O:38][C:39]([CH3:42])([CH3:41])[CH3:40])=[O:37])[CH2:32][CH2:31]2)=[CH:26][CH:25]=1.C(=O)([O-])[O-].[Cs+].[Cs+].C1C=CC(P(C2C(C3C(P(C4C=CC=CC=4)C4C=CC=CC=4)=CC=C4C=3C=CC=C4)=C3C(C=CC=C3)=CC=2)C2C=CC=CC=2)=CC=1.